This data is from Catalyst prediction with 721,799 reactions and 888 catalyst types from USPTO. The task is: Predict which catalyst facilitates the given reaction. (1) Reactant: [NH2:1][C:2]1[CH:3]=[C:4]2[C:8](=[CH:9][C:10]=1[NH2:11])[N:7]([CH2:12][CH2:13][CH3:14])[C:6](=[O:15])[C:5]2([CH3:17])[CH3:16].Br[C:19]#[N:20].C(Cl)Cl.CO. Product: [NH2:20][C:19]1[NH:1][C:2]2=[CH:3][C:4]3[C:5]([CH3:16])([CH3:17])[C:6](=[O:15])[N:7]([CH2:12][CH2:13][CH3:14])[C:8]=3[CH:9]=[C:10]2[N:11]=1. The catalyst class is: 90. (2) Reactant: [Br:1][C:2]1[CH:10]=[CH:9][C:8]([Br:11])=[C:7]2[C:3]=1[CH2:4][CH:5]([CH3:13])[C:6]2=O.[BH4-].[Na+].Cl. Product: [Br:1][C:2]1[CH:10]=[CH:9][C:8]([Br:11])=[C:7]2[C:3]=1[CH:4]=[C:5]([CH3:13])[CH2:6]2. The catalyst class is: 36. (3) Reactant: I[CH:2]([CH3:4])[CH3:3].[Cl:5][C:6]1[CH:30]=[CH:29][C:28]([O:31][CH2:32][C@H:33]2[CH2:38][CH2:37][CH2:36][NH:35][CH2:34]2)=[CH:27][C:7]=1[C:8]([NH:10][C:11](=[O:26])[NH:12][C:13]1[S:14][C:15]2[CH:21]=[C:20]([S:22]([CH3:25])(=[O:24])=[O:23])[CH:19]=[CH:18][C:16]=2[N:17]=1)=[O:9].C(=O)([O-])[O-].[K+].[K+]. Product: [Cl:5][C:6]1[CH:30]=[CH:29][C:28]([O:31][CH2:32][C@H:33]2[CH2:38][CH2:37][CH2:36][N:35]([CH:2]([CH3:4])[CH3:3])[CH2:34]2)=[CH:27][C:7]=1[C:8]([NH:10][C:11](=[O:26])[NH:12][C:13]1[S:14][C:15]2[CH:21]=[C:20]([S:22]([CH3:25])(=[O:24])=[O:23])[CH:19]=[CH:18][C:16]=2[N:17]=1)=[O:9]. The catalyst class is: 3.